From a dataset of Forward reaction prediction with 1.9M reactions from USPTO patents (1976-2016). Predict the product of the given reaction. Given the reactants [CH:1](NC(C)C)([CH3:3])[CH3:2].[Li]CCCC.[CH3:13][O:14][C:15](=[O:33])[CH2:16][CH2:17][C:18]1([C:23]2[CH:28]=[CH:27][CH:26]=[C:25]([C:29]([F:32])([F:31])[F:30])[CH:24]=2)[O:22][CH2:21][CH2:20][O:19]1.C(Br)C=C.CN(P(N(C)C)(N(C)C)=O)C, predict the reaction product. The product is: [CH3:13][O:14][C:15](=[O:33])[CH:16]([CH2:17][C:18]1([C:23]2[CH:28]=[CH:27][CH:26]=[C:25]([C:29]([F:31])([F:32])[F:30])[CH:24]=2)[O:22][CH2:21][CH2:20][O:19]1)[CH2:3][CH:1]=[CH2:2].